Dataset: Forward reaction prediction with 1.9M reactions from USPTO patents (1976-2016). Task: Predict the product of the given reaction. (1) The product is: [Cl:24][C:19]1[CH:20]=[CH:21][CH:22]=[CH:23][C:18]=1[C:10]1[C:11]([C:13]2[N:17]=[CH:16][NH:15][N:14]=2)=[CH:12][N:8]([C:6]2[CH:5]=[CH:4][N:3]=[C:2]([NH:28][C:25](=[O:27])[CH3:26])[CH:7]=2)[CH:9]=1. Given the reactants Cl[C:2]1[CH:7]=[C:6]([N:8]2[CH:12]=[C:11]([C:13]3[N:17]=[CH:16][NH:15][N:14]=3)[C:10]([C:18]3[CH:23]=[CH:22][CH:21]=[CH:20][C:19]=3[Cl:24])=[CH:9]2)[CH:5]=[CH:4][N:3]=1.[C:25]([NH2:28])(=[O:27])[CH3:26].CC1(C)C2C(=C(P(C3C=CC=CC=3)C3C=CC=CC=3)C=CC=2)OC2C(P(C3C=CC=CC=3)C3C=CC=CC=3)=CC=CC1=2.C(=O)([O-])[O-].[Cs+].[Cs+], predict the reaction product. (2) The product is: [NH:21]1[CH2:22][CH2:23][CH2:24][C@H:20]1[C:18]1[NH:19][C:15]([C:12]2[CH:13]=[CH:14][C:9]([OH:8])=[CH:10][CH:11]=2)=[CH:16][N:17]=1. Given the reactants C([O:8][C:9]1[CH:14]=[CH:13][C:12]([C:15]2[NH:19][C:18]([C@@H:20]3[CH2:24][CH2:23][CH2:22][N:21]3C(OC(C)(C)C)=O)=[N:17][CH:16]=2)=[CH:11][CH:10]=1)C1C=CC=CC=1, predict the reaction product. (3) Given the reactants [F:1][C:2]1[CH:7]=[CH:6][C:5]([C:8]2[S:9][CH:10]=[CH:11][N:12]=2)=[CH:4][CH:3]=1.[Li+].CC([N-]C(C)C)C.[CH:21]1[C:30]2[CH2:29][CH2:28][CH2:27][C:26](=[O:31])[C:25]=2[CH:24]=[CH:23][N:22]=1, predict the reaction product. The product is: [F:1][C:2]1[CH:3]=[CH:4][C:5]([C:8]2[S:9][C:10]([C:26]3([OH:31])[CH2:27][CH2:28][CH2:29][C:30]4[CH:21]=[N:22][CH:23]=[CH:24][C:25]3=4)=[CH:11][N:12]=2)=[CH:6][CH:7]=1. (4) The product is: [C:19]([O:18][CH2:17][N:14]1[CH:15]=[CH:16][C:12]([N:8]2[CH2:9][CH2:10][O:11][C@H:6]([C@@H:2]([OH:1])[C:3]([NH:26][C:27]3[CH:35]=[CH:34][C:33]([I:36])=[CH:32][C:28]=3[C:29](=[O:30])[NH2:31])=[O:4])[C:7]2=[O:25])=[N:13]1)(=[O:24])[C:20]([CH3:21])([CH3:22])[CH3:23]. Given the reactants [OH:1][C@H:2]([C@H:6]1[O:11][CH2:10][CH2:9][N:8]([C:12]2[CH:16]=[CH:15][N:14]([CH2:17][O:18][C:19](=[O:24])[C:20]([CH3:23])([CH3:22])[CH3:21])[N:13]=2)[C:7]1=[O:25])[C:3](O)=[O:4].[NH2:26][C:27]1[CH:35]=[CH:34][C:33]([I:36])=[CH:32][C:28]=1[C:29]([NH2:31])=[O:30].CN(C(ON1N=NC2C=CC=NC1=2)=[N+](C)C)C.F[P-](F)(F)(F)(F)F.ON1C2N=CC=CC=2N=N1.CCN(C(C)C)C(C)C, predict the reaction product. (5) Given the reactants C(OC([N:8]1[CH2:12][C:11](=[N:13][O:14][CH3:15])[CH2:10][C@H:9]1[C:16]([OH:18])=O)=O)(C)(C)C.[C:19]1([C:29]2[CH:34]=[CH:33][CH:32]=[CH:31][CH:30]=2)[CH:24]=[CH:23][C:22]([S:25](Cl)(=[O:27])=[O:26])=[CH:21][CH:20]=1.[NH2:35][C@H:36]1[C@@H:41]2[CH2:42][C@@H:38]([CH2:39][CH2:40]2)[C@H:37]1[CH2:43][OH:44], predict the reaction product. The product is: [C:19]1([C:29]2[CH:34]=[CH:33][CH:32]=[CH:31][CH:30]=2)[CH:24]=[CH:23][C:22]([S:25]([N:8]2[CH2:12][C:11](=[N:13][O:14][CH3:15])[CH2:10][C@H:9]2[C:16]([NH:35][C@@H:36]2[C@H:37]([CH2:43][OH:44])[C@H:38]3[CH2:42][C@@H:41]2[CH2:40][CH2:39]3)=[O:18])(=[O:27])=[O:26])=[CH:21][CH:20]=1.